This data is from Reaction yield outcomes from USPTO patents with 853,638 reactions. The task is: Predict the reaction yield, written as a fraction of the theoretical maximum amount of product (1.0 means a 100% yield; for example, 0.34 means a 34% yield). (1) The product is [F:32][C:23]1[CH:24]=[CH:25][CH:26]=[C:27]([C:28]([F:31])([F:30])[F:29])[C:22]=1[CH2:21][N:18]1[C:19]([CH3:20])=[C:14]([N:11]2[CH2:12][CH2:13][NH:8][CH2:9][CH2:10]2)[C:15](=[O:34])[NH:16][C:17]1=[O:33]. The yield is 0.790. The reactants are C([N:8]1[CH2:13][CH2:12][N:11]([C:14]2[C:15](=[O:34])[NH:16][C:17](=[O:33])[N:18]([CH2:21][C:22]3[C:27]([C:28]([F:31])([F:30])[F:29])=[CH:26][CH:25]=[CH:24][C:23]=3[F:32])[C:19]=2[CH3:20])[CH2:10][CH2:9]1)C1C=CC=CC=1.[H][H]. The catalyst is CO.ClCCl.[Pd]. (2) The reactants are [CH3:1][O:2][C:3]([C:5]1[S:6][CH:7]=[CH:8][C:9]=1[NH:10][C:11](=[O:16])[C:12]([F:15])([F:14])[F:13])=[O:4].[C:17](=O)([O-])[O-].[K+].[K+].CI.O. The catalyst is CN(C=O)C. The product is [CH3:1][O:2][C:3]([C:5]1[S:6][CH:7]=[CH:8][C:9]=1[N:10]([CH3:17])[C:11](=[O:16])[C:12]([F:13])([F:14])[F:15])=[O:4]. The yield is 0.970. (3) The reactants are [F:1][CH:2]([F:15])[O:3][C:4]1[C:9]([C:10]#[N:11])=[C:8]([O:12][CH3:13])[N:7]=[C:6]([CH3:14])[CH:5]=1.[C:16](O[C:16]([O:18][C:19]([CH3:22])([CH3:21])[CH3:20])=[O:17])([O:18][C:19]([CH3:22])([CH3:21])[CH3:20])=[O:17].C(N(CC)CC)C. The catalyst is O1CCCC1.[Ni]. The product is [C:19]([O:18][C:16](=[O:17])[NH:11][CH2:10][C:9]1[C:8]([O:12][CH3:13])=[N:7][C:6]([CH3:14])=[CH:5][C:4]=1[O:3][CH:2]([F:1])[F:15])([CH3:22])([CH3:21])[CH3:20]. The yield is 1.00. (4) The reactants are C([NH:3][C:4]1[NH:5][N:6]=[C:7]([C:9]2[CH:14]=[CH:13][CH:12]=[CH:11][CH:10]=2)[CH:8]=1)C.C(O[C:18](=[O:26])[CH2:19][C:20]([C:22]([F:25])([F:24])[F:23])=[O:21])C.[C:27](O)(=[O:29])C. No catalyst specified. The product is [OH:21][C:20]1([C:22]([F:23])([F:24])[F:25])[CH:19]([O:29][CH3:27])[C:18](=[O:26])[NH:3][C:4]2[NH:5][N:6]=[C:7]([C:9]3[CH:14]=[CH:13][CH:12]=[CH:11][CH:10]=3)[C:8]1=2. The yield is 0.660. (5) The reactants are Br[C:2]1[CH:3]=[C:4]([N:8]2[C:12]3[N:13]=[CH:14][N:15]([CH2:18][C:19]4([OH:32])[CH2:24][CH2:23][N:22]([C:25]([O:27][C:28]([CH3:31])([CH3:30])[CH3:29])=[O:26])[CH2:21][CH2:20]4)[C:16](=[O:17])[C:11]=3[CH:10]=[CH:9]2)[CH:5]=[CH:6][CH:7]=1.[CH3:33][N:34]1[CH2:39][CH2:38][NH:37][CH2:36][CH2:35]1.C(=O)([O-])[O-].[Cs+].[Cs+].C1(P(C2C=CC=CC=2)C2C=CC3C(=CC=CC=3)C=2C2C3C(=CC=CC=3)C=CC=2P(C2C=CC=CC=2)C2C=CC=CC=2)C=CC=CC=1. The catalyst is C1C=CC(/C=C/C(/C=C/C2C=CC=CC=2)=O)=CC=1.C1C=CC(/C=C/C(/C=C/C2C=CC=CC=2)=O)=CC=1.C1C=CC(/C=C/C(/C=C/C2C=CC=CC=2)=O)=CC=1.C(Cl)(Cl)Cl.[Pd].[Pd].O1CCOCC1. The product is [OH:32][C:19]1([CH2:18][N:15]2[C:16](=[O:17])[C:11]3[CH:10]=[CH:9][N:8]([C:4]4[CH:5]=[CH:6][CH:7]=[C:2]([N:37]5[CH2:38][CH2:39][N:34]([CH3:33])[CH2:35][CH2:36]5)[CH:3]=4)[C:12]=3[N:13]=[CH:14]2)[CH2:24][CH2:23][N:22]([C:25]([O:27][C:28]([CH3:31])([CH3:30])[CH3:29])=[O:26])[CH2:21][CH2:20]1. The yield is 0.570. (6) The reactants are C(OC([N:8]1[C@@H:13]([CH3:14])[CH2:12][N:11]([C:15](=[O:30])[C:16]2[CH:21]=[CH:20][C:19]([C:22]3[CH:23]=[N:24][C:25]([NH2:29])=[C:26]([OH:28])[CH:27]=3)=[CH:18][CH:17]=2)[CH2:10][C@H:9]1[CH3:31])=O)(C)(C)C.Br[CH2:33][C:34]1[CH:39]=[CH:38][CH:37]=[CH:36][C:35]=1[CH3:40].C([O-])([O-])=O.[Cs+].[Cs+].O. The catalyst is CN(C=O)C. The product is [NH2:29][C:25]1[N:24]=[CH:23][C:22]([C:19]2[CH:20]=[CH:21][C:16]([C:15]([N:11]3[CH2:10][CH:9]([CH3:31])[NH:8][CH:13]([CH3:14])[CH2:12]3)=[O:30])=[CH:17][CH:18]=2)=[CH:27][C:26]=1[O:28][CH2:33][C:34]1[CH:39]=[CH:38][CH:37]=[CH:36][C:35]=1[CH3:40]. The yield is 0.466.